From a dataset of Catalyst prediction with 721,799 reactions and 888 catalyst types from USPTO. Predict which catalyst facilitates the given reaction. (1) Reactant: [CH2:1]([O:8][CH2:9][N:10]1[N:14]=[N:13][CH:12]=[N:11]1)[C:2]1[CH:7]=[CH:6][CH:5]=[CH:4][CH:3]=1.CN(C)CCN(C)C.C([Li])CCC.[Br:28]Br. Product: [CH2:1]([O:8][CH2:9][N:10]1[N:14]=[N:13][C:12]([Br:28])=[N:11]1)[C:2]1[CH:3]=[CH:4][CH:5]=[CH:6][CH:7]=1. The catalyst class is: 30. (2) Reactant: C[O:2][C:3](=[O:14])[CH2:4][O:5][C:6]1[CH:11]=[CH:10][C:9]([CH3:12])=[C:8]([CH3:13])[CH:7]=1.[OH-].[Na+]. Product: [CH3:13][C:8]1[CH:7]=[C:6]([CH:11]=[CH:10][C:9]=1[CH3:12])[O:5][CH2:4][C:3]([OH:14])=[O:2]. The catalyst class is: 5. (3) Reactant: [N:1]([CH2:4][CH2:5][CH:6]([C:20]([F:23])([F:22])[F:21])[O:7][C:8]1[N:15]=[C:14]([C:16]([F:19])([F:18])[F:17])[CH:13]=[CH:12][C:9]=1[C:10]#[N:11])=[N+]=[N-].O.C1(P(C2C=CC=CC=2)C2C=CC=CC=2)C=CC=CC=1.[C:44]([O:48][C:49](O[C:49]([O:48][C:44]([CH3:47])([CH3:46])[CH3:45])=[O:50])=[O:50])([CH3:47])([CH3:46])[CH3:45]. Product: [C:44]([O:48][C:49](=[O:50])[NH:1][CH2:4][CH2:5][CH:6]([O:7][C:8]1[C:9]([C:10]#[N:11])=[CH:12][CH:13]=[C:14]([C:16]([F:19])([F:18])[F:17])[N:15]=1)[C:20]([F:23])([F:22])[F:21])([CH3:47])([CH3:46])[CH3:45]. The catalyst class is: 1. (4) Reactant: [F:1][C:2]([F:27])([F:26])[CH:3]([N:16]1[CH2:21][CH2:20][CH:19]([C:22]([O:24][CH3:25])=[O:23])[CH2:18][CH2:17]1)[C:4]1[CH:13]=[CH:12][C:11]2[C:6](=[CH:7][CH:8]=[C:9]([O:14]C)[CH:10]=2)[CH:5]=1.B(Br)(Br)Br.CO.C([O-])(O)=O.[Na+]. Product: [F:27][C:2]([F:1])([F:26])[CH:3]([N:16]1[CH2:21][CH2:20][CH:19]([C:22]([O:24][CH3:25])=[O:23])[CH2:18][CH2:17]1)[C:4]1[CH:13]=[CH:12][C:11]2[C:6](=[CH:7][CH:8]=[C:9]([OH:14])[CH:10]=2)[CH:5]=1. The catalyst class is: 2. (5) Reactant: [N:1]1[CH:6]=[CH:5][C:4]([C:7]2[S:8][C:9]3[CH2:15][CH2:14][CH2:13][C:12](=[O:16])[C:10]=3[CH:11]=2)=[CH:3][CH:2]=1.[Cl:17][C:18]1[CH:23]=[CH:22][C:21]([Mg]Br)=[CH:20][CH:19]=1.CCOCC.[NH4+].[Cl-]. Product: [Cl:17][C:18]1[CH:23]=[CH:22][C:21]([C:12]2([OH:16])[C:10]3[CH:11]=[C:7]([C:4]4[CH:5]=[CH:6][N:1]=[CH:2][CH:3]=4)[S:8][C:9]=3[CH2:15][CH2:14][CH2:13]2)=[CH:20][CH:19]=1. The catalyst class is: 765. (6) Reactant: [F:1][C:2]1[C:7]([NH2:8])=[CH:6][CH:5]=[C:4]([F:9])[C:3]=1[NH:10][C:11]1[C:16]([C:17]2[N:25]=[CH:24][N:23]=[C:22]3[C:18]=2[N:19]=[CH:20][N:21]3[CH:26]2[CH2:31][CH2:30][CH2:29][CH2:28][O:27]2)=[CH:15][CH:14]=[CH:13][N:12]=1.[Cl:32][C:33]1[C:34]([CH3:43])=[C:35]([S:39](Cl)(=[O:41])=[O:40])[CH:36]=[CH:37][CH:38]=1.N1C=CC=CC=1. Product: [Cl:32][C:33]1[C:34]([CH3:43])=[C:35]([S:39]([NH:8][C:7]2[CH:6]=[CH:5][C:4]([F:9])=[C:3]([NH:10][C:11]3[C:16]([C:17]4[N:25]=[CH:24][N:23]=[C:22]5[C:18]=4[N:19]=[CH:20][N:21]5[CH:26]4[CH2:31][CH2:30][CH2:29][CH2:28][O:27]4)=[CH:15][CH:14]=[CH:13][N:12]=3)[C:2]=2[F:1])(=[O:41])=[O:40])[CH:36]=[CH:37][CH:38]=1. The catalyst class is: 4.